This data is from Forward reaction prediction with 1.9M reactions from USPTO patents (1976-2016). The task is: Predict the product of the given reaction. (1) Given the reactants Cl[C:2]1[CH:7]=[CH:6][C:5]([C:8]([NH:10][C@@H:11]([CH:19]2[CH2:24][CH2:23][CH2:22][CH2:21][CH2:20]2)[C:12]([O:14][C:15]([CH3:18])([CH3:17])[CH3:16])=[O:13])=[O:9])=[C:4]([NH:25][C:26]([NH:28][C:29]2[C:34]([CH3:35])=[CH:33][C:32]([CH3:36])=[CH:31][C:30]=2[CH3:37])=[O:27])[CH:3]=1.[OH:38][CH2:39][C:40]1[CH:45]=[CH:44][C:43](B(O)O)=[CH:42][CH:41]=1.C(=O)([O-])[O-].[Na+].[Na+], predict the reaction product. The product is: [CH:19]1([C@H:11]([NH:10][C:8]([C:5]2[CH:6]=[CH:7][C:2]([C:43]3[CH:44]=[CH:45][C:40]([CH2:39][OH:38])=[CH:41][CH:42]=3)=[CH:3][C:4]=2[NH:25][C:26]([NH:28][C:29]2[C:34]([CH3:35])=[CH:33][C:32]([CH3:36])=[CH:31][C:30]=2[CH3:37])=[O:27])=[O:9])[C:12]([O:14][C:15]([CH3:18])([CH3:17])[CH3:16])=[O:13])[CH2:24][CH2:23][CH2:22][CH2:21][CH2:20]1. (2) Given the reactants [NH2:1][C:2]1[C:11]([N:12]2[CH2:17][CH2:16][O:15][CH2:14][CH2:13]2)=[CH:10][C:9]2[C:4](=[CH:5][CH:6]=[C:7]([C:18]3[C:27]([C:28]#[C:29][C:30]([CH3:33])([CH3:32])[CH3:31])=[CH:26][CH:25]=[CH:24][C:19]=3[C:20]([O:22][CH3:23])=[O:21])[CH:8]=2)[N:3]=1, predict the reaction product. The product is: [NH2:1][C:2]1[C:11]([N:12]2[CH2:13][CH2:14][O:15][CH2:16][CH2:17]2)=[CH:10][C:9]2[C:4](=[CH:5][CH:6]=[C:7]([C:18]3[C:27]([CH2:28][CH2:29][C:30]([CH3:33])([CH3:32])[CH3:31])=[CH:26][CH:25]=[CH:24][C:19]=3[C:20]([O:22][CH3:23])=[O:21])[CH:8]=2)[N:3]=1. (3) Given the reactants [NH2:1][C@H:2]1[C:11]2[C:6](=[CH:7][CH:8]=[CH:9][CH:10]=2)[N:5]([C:12](=[O:14])[CH3:13])[C@@H:4]([CH3:15])[C@@H:3]1[CH3:16].Cl[C:18]1[CH:23]=[CH:22][CH:21]=[C:20]([CH3:24])[N:19]=1.CC(C)([O-])C.[Na+].CN(C1C(C2C(P(C3CCCCC3)C3CCCCC3)=CC=CC=2)=CC=CC=1)C, predict the reaction product. The product is: [CH3:15][C@H:4]1[C@H:3]([CH3:16])[C@@H:2]([NH:1][C:18]2[CH:23]=[CH:22][CH:21]=[C:20]([CH3:24])[N:19]=2)[C:11]2[C:6](=[CH:7][CH:8]=[CH:9][CH:10]=2)[N:5]1[C:12](=[O:14])[CH3:13]. (4) Given the reactants [Br:1][C:2]1[C:7]2[CH2:8][CH:9]([CH3:13])[S:10](=[O:12])(=[O:11])[C:6]=2[C:5]([C:14]([OH:16])=O)=[CH:4][CH:3]=1.[Cl-].[CH3:18][NH:19][C:20]1[C:25]([NH2:26])=[CH:24][C:23]([C:27]([F:30])([F:29])[F:28])=[CH:22][N:21]=1.C(N(CC)CC)C, predict the reaction product. The product is: [Br:1][C:2]1[C:7]2[CH2:8][CH:9]([CH3:13])[S:10](=[O:11])(=[O:12])[C:6]=2[C:5]([C:14]([NH:26][C:25]2[C:20]([NH:19][CH3:18])=[N:21][CH:22]=[C:23]([C:27]([F:28])([F:29])[F:30])[CH:24]=2)=[O:16])=[CH:4][CH:3]=1.